This data is from Forward reaction prediction with 1.9M reactions from USPTO patents (1976-2016). The task is: Predict the product of the given reaction. (1) Given the reactants [NH2:1][CH2:2][C:3]([OH:5])=[O:4].[F:6][C:7]([F:18])([F:17])[C:8]1[CH:9]=[C:10]([CH:14]=[CH:15][CH:16]=1)[C:11](Cl)=[O:12].Cl, predict the reaction product. The product is: [F:6][C:7]([F:17])([F:18])[C:8]1[CH:9]=[C:10]([CH:14]=[CH:15][CH:16]=1)[C:11]([NH:1][CH2:2][C:3]([OH:5])=[O:4])=[O:12]. (2) The product is: [CH2:1]([O:3][C:4]([C:6]1[N:7]([CH2:18][C:19]2[C:28]3[C:23](=[CH:24][CH:25]=[CH:26][CH:27]=3)[CH:22]=[CH:21][CH:20]=2)[C:8]2[C:13]([C:14]=1[CH2:15][NH:31][CH2:29][CH3:30])=[CH:12][C:11]([F:17])=[CH:10][CH:9]=2)=[O:5])[CH3:2]. Given the reactants [CH2:1]([O:3][C:4]([C:6]1[N:7]([CH2:18][C:19]2[C:28]3[C:23](=[CH:24][CH:25]=[CH:26][CH:27]=3)[CH:22]=[CH:21][CH:20]=2)[C:8]2[C:13]([C:14]=1[CH:15]=O)=[CH:12][C:11]([F:17])=[CH:10][CH:9]=2)=[O:5])[CH3:2].[CH2:29]([NH2:31])[CH3:30], predict the reaction product. (3) The product is: [CH3:1][O:2][C:3](=[O:29])/[CH:4]=[CH:5]/[C:6]1[CH:7]=[CH:8][C:9]2[O:26][C:13]3([CH2:18][CH2:17][NH:16][CH2:15][CH2:14]3)[NH:12][C:11](=[O:27])[C:10]=2[CH:28]=1. Given the reactants [CH3:1][O:2][C:3](=[O:29])/[CH:4]=[CH:5]/[C:6]1[CH:7]=[CH:8][C:9]2[O:26][C:13]3([CH2:18][CH2:17][N:16](C(OC(C)(C)C)=O)[CH2:15][CH2:14]3)[NH:12][C:11](=[O:27])[C:10]=2[CH:28]=1.Cl.COC(=O)/C=C/C1C=C2C(=CC=1)OC1(CCN(C(OC(C)(C)C)=O)CC1)CC2=O, predict the reaction product. (4) Given the reactants [OH:1][C:2]1[CH:3]=[C:4]([C:8]2[C:17]3[C:12](=[C:13]([C:18]([F:21])([F:20])[F:19])[CH:14]=[CH:15][CH:16]=3)[N:11]=[CH:10][C:9]=2[C:22]([C:24]2[CH:29]=[CH:28][CH:27]=[CH:26][CH:25]=2)=[O:23])[CH:5]=[CH:6][CH:7]=1.Br[CH2:31][C:32]1[CH:37]=[CH:36][C:35]([Cl:38])=[CH:34][C:33]=1[F:39], predict the reaction product. The product is: [Cl:38][C:35]1[CH:36]=[CH:37][C:32]([CH2:31][O:1][C:2]2[CH:3]=[C:4]([C:8]3[C:17]4[C:12](=[C:13]([C:18]([F:21])([F:19])[F:20])[CH:14]=[CH:15][CH:16]=4)[N:11]=[CH:10][C:9]=3[C:22]([C:24]3[CH:25]=[CH:26][CH:27]=[CH:28][CH:29]=3)=[O:23])[CH:5]=[CH:6][CH:7]=2)=[C:33]([F:39])[CH:34]=1. (5) The product is: [C:5]([N:8]1[C@@H:12]([CH3:13])[CH2:11][CH2:10][C@@H:9]1[C:14]1[C:15]([F:29])=[CH:16][C:17]([NH:20][C:21]([C:23]2[CH:28]=[N:27][CH:26]=[CH:25][N:24]=2)=[O:22])=[C:18]([N+:1]([O-:4])=[O:2])[CH:19]=1)(=[O:7])[CH3:6]. Given the reactants [N+:1]([O-:4])(O)=[O:2].[C:5]([N:8]1[C@@H:12]([CH3:13])[CH2:11][CH2:10][CH:9]1[C:14]1[CH:19]=[CH:18][C:17]([NH:20][C:21]([C:23]2[CH:28]=[N:27][CH:26]=[CH:25][N:24]=2)=[O:22])=[CH:16][C:15]=1[F:29])(=[O:7])[CH3:6], predict the reaction product. (6) Given the reactants Cl[C:2]1[C:11]([C:12]([OH:14])=[O:13])=[CH:10][C:9]2[C:4](=[CH:5][CH:6]=[C:7]([Cl:15])[CH:8]=2)[N:3]=1.[NH2:16][C@@H:17]([CH2:21][C:22]1[CH:27]=[CH:26][C:25]([O:28][C:29]2[C:34]([Cl:35])=[CH:33][C:32]([Cl:36])=[CH:31][N:30]=2)=[CH:24][CH:23]=1)[C:18]([OH:20])=[O:19], predict the reaction product. The product is: [C:18]([C@@H:17]([NH:16][C:2]1[C:11]([C:12]([OH:14])=[O:13])=[CH:10][C:9]2[C:4](=[CH:5][CH:6]=[C:7]([Cl:15])[CH:8]=2)[N:3]=1)[CH2:21][C:22]1[CH:23]=[CH:24][C:25]([O:28][C:29]2[C:34]([Cl:35])=[CH:33][C:32]([Cl:36])=[CH:31][N:30]=2)=[CH:26][CH:27]=1)([OH:20])=[O:19]. (7) Given the reactants Br[C:2]1[CH:3]=[CH:4][C:5]2[C:11]3[S:12][C:13]([C:15]4[NH:20][CH2:19][C:18](=[O:21])[NH:17][N:16]=4)=[CH:14][C:10]=3[CH2:9][CH2:8][O:7][C:6]=2[CH:22]=1.CC1(C)C(C)(C)OB([C:31]2[CH:32]=[N:33][NH:34][CH:35]=2)O1, predict the reaction product. The product is: [NH:33]1[CH:32]=[C:31]([C:2]2[CH:3]=[CH:4][C:5]3[C:11]4[S:12][C:13]([C:15]5[NH:20][CH2:19][C:18](=[O:21])[NH:17][N:16]=5)=[CH:14][C:10]=4[CH2:9][CH2:8][O:7][C:6]=3[CH:22]=2)[CH:35]=[N:34]1.